This data is from Forward reaction prediction with 1.9M reactions from USPTO patents (1976-2016). The task is: Predict the product of the given reaction. (1) Given the reactants [Br:1][C:2]1[C:3]([F:13])=[CH:4][C:5](F)=[C:6]([NH:8][C:9]([NH2:11])=[S:10])[CH:7]=1.[H-].[Na+], predict the reaction product. The product is: [Br:1][C:2]1[C:3]([F:13])=[CH:4][C:5]2[S:10][C:9]([NH2:11])=[N:8][C:6]=2[CH:7]=1. (2) Given the reactants [Br:1][C:2]1[C:10]2[C:9](Cl)=[N:8][CH:7]=[N:6][C:5]=2[NH:4][C:3]=1[C:12]([O:14][CH2:15][CH3:16])=[O:13].[CH:17]([O:20][C:21]1[CH:29]=[C:28]2[C:24]([CH:25]=[N:26][NH:27]2)=[CH:23][C:22]=1[NH2:30])([CH3:19])[CH3:18], predict the reaction product. The product is: [Br:1][C:2]1[C:10]2[C:9]([NH:30][C:22]3[CH:23]=[C:24]4[C:28](=[CH:29][C:21]=3[O:20][CH:17]([CH3:19])[CH3:18])[NH:27][N:26]=[CH:25]4)=[N:8][CH:7]=[N:6][C:5]=2[NH:4][C:3]=1[C:12]([O:14][CH2:15][CH3:16])=[O:13]. (3) Given the reactants CCN(CC)CC.[C:8]1([C:14]2[N:15]=[C:16]([C:19]3([CH2:25][NH2:26])[CH2:24][CH2:23][O:22][CH2:21][CH2:20]3)[S:17][CH:18]=2)[CH:13]=[CH:12][CH:11]=[CH:10][CH:9]=1.[C:27]([C:29]1[CH:30]=[C:31]([S:35](Cl)(=[O:37])=[O:36])[CH:32]=[CH:33][CH:34]=1)#[N:28], predict the reaction product. The product is: [C:27]([C:29]1[CH:30]=[C:31]([S:35]([NH:26][CH2:25][C:19]2([C:16]3[S:17][CH:18]=[C:14]([C:8]4[CH:9]=[CH:10][CH:11]=[CH:12][CH:13]=4)[N:15]=3)[CH2:20][CH2:21][O:22][CH2:23][CH2:24]2)(=[O:37])=[O:36])[CH:32]=[CH:33][CH:34]=1)#[N:28]. (4) Given the reactants S(Cl)([Cl:4])(=O)=O.[CH:6]1([N:9]2[CH2:17][C:16]3[C:11](=[CH:12][CH:13]=[C:14]([C:18]4[C:26]5[C:21](=[N:22][C:23]([C:27]6[CH:32]=[C:31]([O:33][CH3:34])[CH:30]=[C:29]([O:35][CH3:36])[C:28]=6[F:37])=[CH:24][CH:25]=5)[N:20](C5CCCCO5)[N:19]=4)[CH:15]=3)[C:10]2=[O:44])[CH2:8][CH2:7]1, predict the reaction product. The product is: [Cl:4][C:32]1[C:31]([O:33][CH3:34])=[CH:30][C:29]([O:35][CH3:36])=[C:28]([F:37])[C:27]=1[C:23]1[N:22]=[C:21]2[NH:20][N:19]=[C:18]([C:14]3[CH:15]=[C:16]4[C:11](=[CH:12][CH:13]=3)[C:10](=[O:44])[N:9]([CH:6]3[CH2:8][CH2:7]3)[CH2:17]4)[C:26]2=[CH:25][CH:24]=1. (5) The product is: [CH3:53][O:52][C:45]1[CH:46]=[CH:47][CH:48]=[C:49]([O:50][CH3:51])[C:44]=1[O:43][CH2:42][CH2:41][CH2:40][O:1][C:2]1[CH:7]=[CH:6][C:5]([CH:8]2[CH2:13][CH2:12][N:11]([C:14]([O:16][C:17]([CH3:19])([CH3:20])[CH3:18])=[O:15])[CH2:10][CH:9]2[O:21][CH2:22][C:23]2[CH:32]=[C:31]3[C:26]([CH2:27][CH2:28][C:29](=[O:38])[N:30]3[CH2:33][CH2:34][CH2:35][O:36][CH3:37])=[CH:25][CH:24]=2)=[CH:4][CH:3]=1. Given the reactants [OH:1][C:2]1[CH:7]=[CH:6][C:5]([CH:8]2[CH2:13][CH2:12][N:11]([C:14]([O:16][C:17]([CH3:20])([CH3:19])[CH3:18])=[O:15])[CH2:10][CH:9]2[O:21][CH2:22][C:23]2[CH:32]=[C:31]3[C:26]([CH2:27][CH2:28][C:29](=[O:38])[N:30]3[CH2:33][CH2:34][CH2:35][O:36][CH3:37])=[CH:25][CH:24]=2)=[CH:4][CH:3]=1.Br[CH2:40][CH2:41][CH2:42][O:43][C:44]1[C:49]([O:50][CH3:51])=[CH:48][CH:47]=[CH:46][C:45]=1[O:52][CH3:53], predict the reaction product. (6) Given the reactants C[O:2][C:3]([C:5]1[CH:6]=[CH:7][C:8]([C:11]([OH:13])=O)=[N:9][CH:10]=1)=[O:4].[CH:14]([O:17][CH2:18][CH2:19][CH2:20][NH2:21])([CH3:16])[CH3:15], predict the reaction product. The product is: [CH:14]([O:17][CH2:18][CH2:19][CH2:20][NH:21][C:11]([C:8]1[CH:7]=[CH:6][C:5]([C:3]([OH:2])=[O:4])=[CH:10][N:9]=1)=[O:13])([CH3:16])[CH3:15].